Dataset: Catalyst prediction with 721,799 reactions and 888 catalyst types from USPTO. Task: Predict which catalyst facilitates the given reaction. (1) Product: [Br:1][C:2]1[C:10]2[N:9]([C:11]3[CH:12]=[CH:13][C:14]([F:17])=[CH:15][CH:16]=3)[N:8]=[CH:7][C:6]=2[CH:5]=[C:4]2[C@@:18]3([CH2:32][CH3:33])[CH2:26][CH2:25][C@:24]([C:28]([F:29])([F:31])[F:30])([OH:27])[CH2:23][C@@H:19]3[CH2:20][CH2:21][O:22][C:3]=12.[Br:34][C:35]1[C:43]2[N:42]([C:44]3[CH:45]=[CH:46][C:47]([F:50])=[CH:48][CH:49]=3)[N:41]=[CH:40][C:39]=2[CH:38]=[C:37]2[C@:51]3([CH2:65][CH3:66])[CH2:59][CH2:58][C@@:57]([C:61]([F:62])([F:64])[F:63])([OH:60])[CH2:56][C@H:52]3[CH2:53][CH2:54][O:55][C:36]=12. The catalyst class is: 354. Reactant: [Br:1][C:2]1[C:10]2[N:9]([C:11]3[CH:16]=[CH:15][C:14]([F:17])=[CH:13][CH:12]=3)[N:8]=[CH:7][C:6]=2[CH:5]=[C:4]2[C@@:18]3([CH:32]=[CH2:33])[CH2:26][CH2:25][C@:24]([C:28]([F:31])([F:30])[F:29])([OH:27])[CH2:23][C@@H:19]3[CH2:20][CH2:21][O:22][C:3]=12.[Br:34][C:35]1[C:43]2[N:42]([C:44]3[CH:49]=[CH:48][C:47]([F:50])=[CH:46][CH:45]=3)[N:41]=[CH:40][C:39]=2[CH:38]=[C:37]2[C@:51]3([CH:65]=[CH2:66])[CH2:59][CH2:58][C@@:57]([C:61]([F:64])([F:63])[F:62])([OH:60])[CH2:56][C@H:52]3[CH2:53][CH2:54][O:55][C:36]=12. (2) Reactant: Br[C:2]1[CH:3]=[C:4]([C:7]2[CH:8]=[N:9][CH:10]=[CH:11][CH:12]=2)[S:5][CH:6]=1.[B:13]1([B:13]2[O:18][CH2:17][C:16]([CH3:20])([CH3:19])[CH2:15][O:14]2)[O:18][CH2:17][C:16]([CH3:20])([CH3:19])[CH2:15][O:14]1.CC([O-])=O.[K+]. Product: [CH3:19][C:16]1([CH3:20])[CH2:17][O:18][B:13]([C:2]2[CH:3]=[C:4]([C:7]3[CH:8]=[N:9][CH:10]=[CH:11][CH:12]=3)[S:5][CH:6]=2)[O:14][CH2:15]1. The catalyst class is: 75.